The task is: Regression. Given two drug SMILES strings and cell line genomic features, predict the synergy score measuring deviation from expected non-interaction effect.. This data is from NCI-60 drug combinations with 297,098 pairs across 59 cell lines. (1) Drug 1: C1=C(C(=O)NC(=O)N1)F. Drug 2: CCCS(=O)(=O)NC1=C(C(=C(C=C1)F)C(=O)C2=CNC3=C2C=C(C=N3)C4=CC=C(C=C4)Cl)F. Cell line: LOX IMVI. Synergy scores: CSS=46.1, Synergy_ZIP=-7.39, Synergy_Bliss=-8.65, Synergy_Loewe=-1.77, Synergy_HSA=0.0525. (2) Drug 1: CC(C1=C(C=CC(=C1Cl)F)Cl)OC2=C(N=CC(=C2)C3=CN(N=C3)C4CCNCC4)N. Drug 2: CC1OCC2C(O1)C(C(C(O2)OC3C4COC(=O)C4C(C5=CC6=C(C=C35)OCO6)C7=CC(=C(C(=C7)OC)O)OC)O)O. Cell line: UACC62. Synergy scores: CSS=36.1, Synergy_ZIP=-7.64, Synergy_Bliss=2.39, Synergy_Loewe=0.220, Synergy_HSA=3.74. (3) Synergy scores: CSS=8.18, Synergy_ZIP=-5.71, Synergy_Bliss=-6.26, Synergy_Loewe=-24.8, Synergy_HSA=-7.29. Drug 2: C1CN(P(=O)(OC1)NCCCl)CCCl. Drug 1: C1=C(C(=O)NC(=O)N1)N(CCCl)CCCl. Cell line: OVCAR3. (4) Drug 1: C1=NNC2=C1C(=O)NC=N2. Drug 2: CC1C(C(CC(O1)OC2CC(CC3=C2C(=C4C(=C3O)C(=O)C5=CC=CC=C5C4=O)O)(C(=O)C)O)N)O. Cell line: PC-3. Synergy scores: CSS=59.0, Synergy_ZIP=1.42, Synergy_Bliss=5.15, Synergy_Loewe=-36.7, Synergy_HSA=6.13. (5) Drug 1: C1=CN(C(=O)N=C1N)C2C(C(C(O2)CO)O)(F)F. Drug 2: CC1CCC2CC(C(=CC=CC=CC(CC(C(=O)C(C(C(=CC(C(=O)CC(OC(=O)C3CCCCN3C(=O)C(=O)C1(O2)O)C(C)CC4CCC(C(C4)OC)OP(=O)(C)C)C)C)O)OC)C)C)C)OC. Cell line: OVCAR3. Synergy scores: CSS=44.4, Synergy_ZIP=-4.09, Synergy_Bliss=-6.74, Synergy_Loewe=-7.08, Synergy_HSA=-1.12. (6) Drug 1: CC1=CC=C(C=C1)C2=CC(=NN2C3=CC=C(C=C3)S(=O)(=O)N)C(F)(F)F. Drug 2: CC1=C(C(CCC1)(C)C)C=CC(=CC=CC(=CC(=O)O)C)C. Cell line: HOP-62. Synergy scores: CSS=12.1, Synergy_ZIP=4.64, Synergy_Bliss=4.18, Synergy_Loewe=-3.50, Synergy_HSA=2.20. (7) Drug 1: C1CN1P(=S)(N2CC2)N3CC3. Drug 2: C1=NC2=C(N=C(N=C2N1C3C(C(C(O3)CO)O)F)Cl)N. Cell line: SK-MEL-5. Synergy scores: CSS=11.5, Synergy_ZIP=-5.00, Synergy_Bliss=0.206, Synergy_Loewe=-10.6, Synergy_HSA=1.58. (8) Drug 1: CC12CCC(CC1=CCC3C2CCC4(C3CC=C4C5=CN=CC=C5)C)O. Drug 2: C1=NC2=C(N=C(N=C2N1C3C(C(C(O3)CO)O)F)Cl)N. Cell line: SF-295. Synergy scores: CSS=8.15, Synergy_ZIP=-3.53, Synergy_Bliss=-1.74, Synergy_Loewe=-1.23, Synergy_HSA=-1.23. (9) Drug 1: C1C(C(OC1N2C=C(C(=O)NC2=O)F)CO)O. Drug 2: CCCCC(=O)OCC(=O)C1(CC(C2=C(C1)C(=C3C(=C2O)C(=O)C4=C(C3=O)C=CC=C4OC)O)OC5CC(C(C(O5)C)O)NC(=O)C(F)(F)F)O. Cell line: SF-539. Synergy scores: CSS=45.4, Synergy_ZIP=-1.85, Synergy_Bliss=-4.72, Synergy_Loewe=-7.03, Synergy_HSA=-2.10. (10) Drug 1: CC1=C(C(CCC1)(C)C)C=CC(=CC=CC(=CC(=O)O)C)C. Drug 2: CC=C1C(=O)NC(C(=O)OC2CC(=O)NC(C(=O)NC(CSSCCC=C2)C(=O)N1)C(C)C)C(C)C. Cell line: NCI-H226. Synergy scores: CSS=17.8, Synergy_ZIP=1.74, Synergy_Bliss=1.89, Synergy_Loewe=-40.2, Synergy_HSA=-0.0366.